This data is from Catalyst prediction with 721,799 reactions and 888 catalyst types from USPTO. The task is: Predict which catalyst facilitates the given reaction. (1) Reactant: [Br:1][C:2]1[CH:3]=[C:4]([NH:8][C:9]2[C:27]3[C:13](=[CH:14][C:15]4[O:16][CH2:17][CH2:18][CH2:19]S[CH2:21][CH2:22][CH2:23][O:24][C:25]=4[CH:26]=3)[N:12]=[CH:11][N:10]=2)[CH:5]=[CH:6][CH:7]=1.O[O:29][S:30]([O-:32])=O.[K+].O. Product: [Br:1][C:2]1[CH:3]=[C:4]([NH:8][C:9]2[C:27]3[C:13](=[CH:14][C:15]4[O:16][CH2:17][CH2:18][CH2:19][S:30](=[O:32])(=[O:29])[CH2:21][CH2:22][CH2:23][O:24][C:25]=4[CH:26]=3)[N:12]=[CH:11][N:10]=2)[CH:5]=[CH:6][CH:7]=1. The catalyst class is: 5. (2) Reactant: [CH3:1][C:2]([O:5][C:6]([NH:8][C@H:9]1[CH2:13][CH2:12][N:11]([C@H:14]([C:19]([N:21]2[CH2:26][CH2:25][O:24][CH2:23][CH2:22]2)=[O:20])[CH2:15][C:16](O)=[O:17])[C:10]1=[O:27])=[O:7])([CH3:4])[CH3:3].CN1CCOCC1.ClC(OCC(C)C)=O.[BH4-].[Na+]. Product: [OH:17][CH2:16][CH2:15][C@H:14]([N:11]1[CH2:12][CH2:13][C@H:9]([NH:8][C:6](=[O:7])[O:5][C:2]([CH3:1])([CH3:4])[CH3:3])[C:10]1=[O:27])[C:19]([N:21]1[CH2:22][CH2:23][O:24][CH2:25][CH2:26]1)=[O:20]. The catalyst class is: 20. (3) Reactant: Cl[CH2:2][CH2:3][CH2:4][N:5]1[C:10]2[CH:11]=[C:12]([CH3:16])[CH:13]=[C:14]([CH3:15])[C:9]=2[O:8][CH2:7][C:6]1=[O:17].C([O-])([O-])=O.[K+].[K+].[Na+].[I-].[CH2:26]([CH:30]1[CH2:35][CH2:34][NH:33][CH2:32][CH2:31]1)[CH2:27][CH2:28][CH3:29]. Product: [CH2:26]([CH:30]1[CH2:35][CH2:34][N:33]([CH2:2][CH2:3][CH2:4][N:5]2[C:10]3[CH:11]=[C:12]([CH3:16])[CH:13]=[C:14]([CH3:15])[C:9]=3[O:8][CH2:7][C:6]2=[O:17])[CH2:32][CH2:31]1)[CH2:27][CH2:28][CH3:29]. The catalyst class is: 243. (4) Reactant: [CH:1]1(C(O)CO)[C:9]2[C:4](=[CH:5][CH:6]=[CH:7][CH:8]=2)[CH2:3][CH2:2]1.I(O)(=O)(=O)=O.[CH2:19]([OH:21])C. Product: [CH2:3]1[C:4]2[C:9](=[CH:8][C:7]([CH:19]=[O:21])=[CH:6][CH:5]=2)[CH2:1][CH2:2]1. The catalyst class is: 6. (5) Reactant: [CH3:1][C:2]1[C:3]([CH2:8][N:9]([CH2:16][C:17]2[C:22]([CH3:23])=[CH:21][CH:20]=[CH:19][N:18]=2)[CH:10]2[CH2:15][CH2:14][NH:13][CH2:12][CH2:11]2)=[N:4][CH:5]=[CH:6][CH:7]=1.[NH:24]1[C:28]2[CH:29]=[CH:30][CH:31]=[C:32]([C:33](Cl)=[O:34])[C:27]=2[N:26]=[CH:25]1.CCN(CC)CC.O. Product: [N:24]1[C:28]2[CH:29]=[CH:30][CH:31]=[C:32]([C:33]([N:13]3[CH2:14][CH2:15][CH:10]([N:9]([CH2:16][C:17]4[C:22]([CH3:23])=[CH:21][CH:20]=[CH:19][N:18]=4)[CH2:8][C:3]4[C:2]([CH3:1])=[CH:7][CH:6]=[CH:5][N:4]=4)[CH2:11][CH2:12]3)=[O:34])[C:27]=2[NH:26][CH:25]=1. The catalyst class is: 2. (6) Reactant: [NH2:1][C:2]1[N:7]=[CH:6][C:5]([C:8]2[N:17]=[C:16]([NH:18][CH2:19][CH:20]([C:27]3[CH:32]=[CH:31][CH:30]=[CH:29][CH:28]=3)[C:21]3[CH:26]=[CH:25][CH:24]=[CH:23][CH:22]=3)[C:15]3[C:10](=[CH:11][CH:12]=[CH:13][CH:14]=3)[N:9]=2)=[CH:4][CH:3]=1.[CH3:33][S:34](Cl)(=[O:36])=[O:35]. Product: [C:27]1([CH:20]([C:21]2[CH:22]=[CH:23][CH:24]=[CH:25][CH:26]=2)[CH2:19][NH:18][C:16]2[C:15]3[C:10](=[CH:11][CH:12]=[CH:13][CH:14]=3)[N:9]=[C:8]([C:5]3[CH:4]=[CH:3][C:2]([NH:1][S:34]([CH3:33])(=[O:36])=[O:35])=[N:7][CH:6]=3)[N:17]=2)[CH:32]=[CH:31][CH:30]=[CH:29][CH:28]=1. The catalyst class is: 17. (7) Reactant: C([Sn](CCCC)(CCCC)C1C=CC=CN=1)CCC.[CH3:20][O:21][C:22](=[O:37])[C:23]1[CH:28]=[CH:27][C:26]([CH:29]2[CH2:34][CH2:33][CH2:32][CH2:31][NH:30]2)=[CH:25][C:24]=1[O:35][CH3:36].C(=O)([O-])[O-].[Na+].[Na+]. Product: [CH3:20][O:21][C:22](=[O:37])[C:23]1[CH:28]=[CH:27][C:26]([C:29]2[CH:34]=[CH:33][CH:32]=[CH:31][N:30]=2)=[CH:25][C:24]=1[O:35][CH3:36]. The catalyst class is: 741.